This data is from Full USPTO retrosynthesis dataset with 1.9M reactions from patents (1976-2016). The task is: Predict the reactants needed to synthesize the given product. (1) Given the product [C:1]1(=[O:13])[NH:14][C:5](=[O:6])[C:4]2=[CH:8][CH:9]=[CH:10][CH:11]=[C:3]2[CH2:2]1, predict the reactants needed to synthesize it. The reactants are: [C:1]([OH:13])(=O)[CH2:2][C:3]1[C:4](=[CH:8][CH:9]=[CH:10][CH:11]=1)[C:5](O)=[O:6].[NH2:14]C(N)=O. (2) The reactants are: [Cl:1][C:2]1[CH:7]=[CH:6][C:5]([C:8](=[O:18])[NH:9][CH2:10][C:11]2[CH:16]=[CH:15][CH:14]=[C:13]([Cl:17])[CH:12]=2)=[CH:4][C:3]=1[NH:19][C:20]([C:22]1[C:35](=[O:36])[NH:34][C:25]2[N:26]=[C:27](S(C)(=O)=O)[N:28]=[CH:29][C:24]=2[CH:23]=1)=[O:21].[CH3:37][N:38]1[CH2:43][CH2:42][N:41]([CH:44]([CH3:47])CN)[CH2:40][CH2:39]1.[CH3:48][N:49](C=O)C. Given the product [Cl:1][C:2]1[CH:7]=[CH:6][C:5]([C:8](=[O:18])[NH:9][CH2:10][C:11]2[CH:16]=[CH:15][CH:14]=[C:13]([Cl:17])[CH:12]=2)=[CH:4][C:3]=1[NH:19][C:20]([C:22]1[C:35](=[O:36])[NH:34][C:25]2[N:26]=[C:27]([NH:49][CH2:48][CH2:47][CH2:44][N:41]3[CH2:40][CH2:39][N:38]([CH3:37])[CH2:43][CH2:42]3)[N:28]=[CH:29][C:24]=2[CH:23]=1)=[O:21], predict the reactants needed to synthesize it. (3) Given the product [Cl:20][C:13]1[C:14]([F:19])=[CH:15][CH:16]=[C:17]([Cl:18])[C:12]=1[C@@H:10]([O:9][C:4]1[C:5]([NH2:8])=[N:6][CH:7]=[C:2]([C:31]#[C:30][Si:32]([CH3:35])([CH3:34])[CH3:33])[CH:3]=1)[CH3:11], predict the reactants needed to synthesize it. The reactants are: Br[C:2]1[CH:3]=[C:4]([O:9][C@H:10]([C:12]2[C:17]([Cl:18])=[CH:16][CH:15]=[C:14]([F:19])[C:13]=2[Cl:20])[CH3:11])[C:5]([NH2:8])=[N:6][CH:7]=1.C(N(CC)CC)C.N#N.[C:30]([Si:32]([CH3:35])([CH3:34])[CH3:33])#[CH:31].